This data is from Full USPTO retrosynthesis dataset with 1.9M reactions from patents (1976-2016). The task is: Predict the reactants needed to synthesize the given product. (1) Given the product [CH:1]([C:4]1[CH:5]=[CH:6][C:7]([O:22][CH3:23])=[C:8]([C:10]2[CH:15]=[CH:14][C:13]([C:16]([F:19])([F:18])[F:17])=[CH:12][C:11]=2[CH2:20][OH:24])[CH:9]=1)([CH3:3])[CH3:2], predict the reactants needed to synthesize it. The reactants are: [CH:1]([C:4]1[CH:5]=[CH:6][C:7]([O:22][CH3:23])=[C:8]([C:10]2[C:11]([C:20]#N)=[CH:12][C:13]([C:16]([F:19])([F:18])[F:17])=[CH:14][CH:15]=2)[CH:9]=1)([CH3:3])[CH3:2].[OH-:24].[K+]. (2) Given the product [CH:17]1([NH:16][C:14](=[O:15])[C:13]2[CH:20]=[CH:21][C:22]([CH3:23])=[C:11]([C:7]3[N:6]=[C:5]4[NH:4][N:3]=[C:2]([NH:1][S:27]([CH2:24][CH2:25][CH3:26])(=[O:29])=[O:28])[C:10]4=[CH:9][CH:8]=3)[CH:12]=2)[CH2:18][CH2:19]1, predict the reactants needed to synthesize it. The reactants are: [NH2:1][C:2]1[C:10]2[C:5](=[N:6][C:7]([C:11]3[CH:12]=[C:13]([CH:20]=[CH:21][C:22]=3[CH3:23])[C:14]([NH:16][CH:17]3[CH2:19][CH2:18]3)=[O:15])=[CH:8][CH:9]=2)[NH:4][N:3]=1.[CH2:24]([S:27](Cl)(=[O:29])=[O:28])[CH2:25][CH3:26].